From a dataset of Peptide-MHC class II binding affinity with 134,281 pairs from IEDB. Regression. Given a peptide amino acid sequence and an MHC pseudo amino acid sequence, predict their binding affinity value. This is MHC class II binding data. (1) The peptide sequence is RILIGFLVLWIGTNS. The MHC is DRB1_1501 with pseudo-sequence DRB1_1501. The binding affinity (normalized) is 0.216. (2) The peptide sequence is TEKGMKNVFDDVVPE. The binding affinity (normalized) is 0.404. The MHC is DRB1_0401 with pseudo-sequence DRB1_0401. (3) The peptide sequence is FEALGFLNEDHWASR. The MHC is DRB4_0103 with pseudo-sequence DRB4_0103. The binding affinity (normalized) is 0.223. (4) The binding affinity (normalized) is 0.133. The MHC is DRB1_0301 with pseudo-sequence DRB1_0301. The peptide sequence is INKWQVVAPQLPADL. (5) The peptide sequence is LGTCQTLTPMMSSKF. The MHC is HLA-DPA10201-DPB10101 with pseudo-sequence HLA-DPA10201-DPB10101. The binding affinity (normalized) is 0.364. (6) The peptide sequence is ATIRVLALGNQEGSL. The MHC is HLA-DQA10102-DQB10501 with pseudo-sequence HLA-DQA10102-DQB10501. The binding affinity (normalized) is 0.778. (7) The peptide sequence is IAGLFLTTEAVVADK. The MHC is DRB1_0401 with pseudo-sequence DRB1_0401. The binding affinity (normalized) is 0.763. (8) The peptide sequence is IQSIPFVHLGHRDNI. The MHC is HLA-DQA10104-DQB10503 with pseudo-sequence HLA-DQA10104-DQB10503. The binding affinity (normalized) is 0.137.